Dataset: Full USPTO retrosynthesis dataset with 1.9M reactions from patents (1976-2016). Task: Predict the reactants needed to synthesize the given product. (1) Given the product [F:1][C:2]1[CH:7]=[CH:6][C:5]([C:8]2[CH:9]=[C:10]([CH2:11][CH2:12][CH2:13][OH:14])[NH:19][N:18]=2)=[CH:4][CH:3]=1, predict the reactants needed to synthesize it. The reactants are: [F:1][C:2]1[CH:7]=[CH:6][C:5]([C:8](=O)[CH2:9][C:10](=O)[CH2:11][CH2:12][CH2:13][OH:14])=[CH:4][CH:3]=1.O.[NH2:18][NH2:19].[Cl-].[NH4+]. (2) Given the product [C:20]([C:22]1[CH:29]=[CH:28][C:25]([CH2:26][Br:30])=[CH:24][CH:23]=1)#[CH:21], predict the reactants needed to synthesize it. The reactants are: C1(P(C2C=CC=CC=2)C2C=CC=CC=2)C=CC=CC=1.[C:20]([C:22]1[CH:29]=[CH:28][C:25]([CH2:26]O)=[CH:24][CH:23]=1)#[CH:21].[Br:30]C(Br)(Br)Br.N1C(C)=CC=CC=1C. (3) Given the product [F:1][C:2]1[CH:21]=[CH:20][C:5]([CH2:6][NH:7][C:8]2[N:9]=[C:10]([N:15]3[CH2:16][CH2:17][CH2:18][CH2:19]3)[C:11]([NH:14][C:34](=[O:35])[CH2:33][C:25]3[CH:26]=[CH:27][C:28]([C:29]([F:30])([F:31])[F:32])=[C:23]([F:22])[CH:24]=3)=[CH:12][CH:13]=2)=[CH:4][CH:3]=1, predict the reactants needed to synthesize it. The reactants are: [F:1][C:2]1[CH:21]=[CH:20][C:5]([CH2:6][NH:7][C:8]2[CH:13]=[CH:12][C:11]([NH2:14])=[C:10]([N:15]3[CH2:19][CH2:18][CH2:17][CH2:16]3)[N:9]=2)=[CH:4][CH:3]=1.[F:22][C:23]1[CH:24]=[C:25]([CH2:33][C:34](O)=[O:35])[CH:26]=[CH:27][C:28]=1[C:29]([F:32])([F:31])[F:30].C1C=NC2N(O)N=NC=2C=1.CCN=C=NCCCN(C)C.Cl. (4) Given the product [CH2:18]([O:14][C:12]1[CH:13]=[C:8]([N:4]2[CH:3]=[C:2]([F:1])[C:6]([F:7])=[CH:5]2)[CH:9]=[CH:10][C:11]=1[N+:15]([O-:17])=[O:16])[C:19]1[CH:24]=[CH:23][CH:22]=[CH:21][CH:20]=1, predict the reactants needed to synthesize it. The reactants are: [F:1][C:2]1[C:6]([F:7])=[CH:5][N:4]([C:8]2[CH:9]=[CH:10][C:11]([N+:15]([O-:17])=[O:16])=[C:12]([OH:14])[CH:13]=2)[CH:3]=1.[CH2:18](Br)[C:19]1[CH:24]=[CH:23][CH:22]=[CH:21][CH:20]=1.C(=O)([O-])[O-].[K+].[K+].O. (5) Given the product [C:15]12([NH:25][CH2:11][C:10]3[CH:13]=[CH:14][C:7]([CH:1]4[CH2:6][CH2:5][CH2:4][CH2:3][CH2:2]4)=[CH:8][CH:9]=3)[CH2:22][CH:21]3[CH2:20][CH:19]([CH2:18][CH:17]([CH2:23]3)[CH2:16]1)[CH2:24]2, predict the reactants needed to synthesize it. The reactants are: [CH:1]1([C:7]2[CH:14]=[CH:13][C:10]([CH:11]=O)=[CH:9][CH:8]=2)[CH2:6][CH2:5][CH2:4][CH2:3][CH2:2]1.[C:15]12([NH2:25])[CH2:24][CH:19]3[CH2:20][CH:21]([CH2:23][CH:17]([CH2:18]3)[CH2:16]1)[CH2:22]2. (6) The reactants are: [CH3:1][S:2][C:3]1[C:4]([C:8]2[CH:9]=[N:10][CH:11]=[CH:12][CH:13]=2)=[N:5][NH:6][CH:7]=1.C(SSC[C:15]1[CH:20]=[CH:19][CH:18]=[CH:17][CH:16]=1)[C:15]1[CH:20]=[CH:19][CH:18]=[CH:17][CH:16]=1.IC1C(C2C=NC=CC=2)=NNC=1. Given the product [CH2:1]([S:2][C:3]1[C:4]([C:8]2[CH:9]=[N:10][CH:11]=[CH:12][CH:13]=2)=[N:5][NH:6][CH:7]=1)[C:15]1[CH:20]=[CH:19][CH:18]=[CH:17][CH:16]=1, predict the reactants needed to synthesize it. (7) Given the product [CH:47]([Si:4]([CH:1]([CH3:3])[CH3:2])([CH:44]([CH3:46])[CH3:45])[O:5][C@H:6]1[C@H:11]([O:12][Si:13]([CH:14]([CH3:15])[CH3:16])([CH:17]([CH3:19])[CH3:18])[CH:20]([CH3:22])[CH3:21])[CH:10]=[C:9]([C:23]2[CH:28]=[CH:27][N:26]=[CH:25][C:24]=2[NH2:29])[O:8][C@@H:7]1[CH2:32][O:33][Si:34]([CH:35]([CH3:37])[CH3:36])([CH:38]([CH3:40])[CH3:39])[CH:41]([CH3:43])[CH3:42])([CH3:48])[CH3:49], predict the reactants needed to synthesize it. The reactants are: [CH:1]([Si:4]([CH:47]([CH3:49])[CH3:48])([CH:44]([CH3:46])[CH3:45])[O:5][C@H:6]1[C@H:11]([O:12][Si:13]([CH:20]([CH3:22])[CH3:21])([CH:17]([CH3:19])[CH3:18])[CH:14]([CH3:16])[CH3:15])[CH:10]=[C:9]([C:23]2[CH:28]=[CH:27][N:26]=[CH:25][C:24]=2[N+:29]([O-])=O)[O:8][C@@H:7]1[CH2:32][O:33][Si:34]([CH:41]([CH3:43])[CH3:42])([CH:38]([CH3:40])[CH3:39])[CH:35]([CH3:37])[CH3:36])([CH3:3])[CH3:2]. (8) Given the product [CH3:9][C:10]1[CH:11]=[CH:12][C:13]([C:6]2[C:5]([C:13]3[CH:14]=[CH:15][C:10]([CH3:9])=[CH:11][CH:12]=3)=[C:4]([OH:35])[C:3]([C:13]3[CH:12]=[CH:11][C:31]([CH3:32])=[CH:15][CH:14]=3)=[C:2]([Br:1])[CH:7]=2)=[CH:14][CH:15]=1, predict the reactants needed to synthesize it. The reactants are: [Br:1][C:2]1[CH:7]=[CH:6][CH:5]=[CH:4][C:3]=1O.[CH3:9][C:10]1[CH:15]=[CH:14][C:13](P([C:13]2[CH:14]=[CH:15][C:10]([CH3:9])=[CH:11][CH:12]=2)[C:13]2[CH:14]=[CH:15][C:10]([CH3:9])=[CH:11][CH:12]=2)=[CH:12][CH:11]=1.[CH2:31](O)[CH2:32]O.[OH2:35].